From a dataset of Acute oral toxicity (LD50) regression data from Zhu et al.. Regression/Classification. Given a drug SMILES string, predict its toxicity properties. Task type varies by dataset: regression for continuous values (e.g., LD50, hERG inhibition percentage) or binary classification for toxic/non-toxic outcomes (e.g., AMES mutagenicity, cardiotoxicity, hepatotoxicity). Dataset: ld50_zhu. (1) The molecule is O=C(Cc1cccs1)NC1C(=O)N2C(C(=O)[O-])=C(C[n+]3ccccc3)CSC12. The rat oral LD50 is 2.22, given as -log10 of the dose in mol/kg body weight (higher means more acutely toxic). (2) The molecule is CC1NC(=O)c2cc(N)ccc2O1. The rat oral LD50 is 2.10, given as -log10 of the dose in mol/kg body weight (higher means more acutely toxic). (3) The drug is COC(C)CC(OC)OC. The rat oral LD50 is 2.00, given as -log10 of the dose in mol/kg body weight (higher means more acutely toxic). (4) The drug is CCCC(=O)C1c2cccc(O)c2C(=O)c2c(O)cccc21. The rat oral LD50 is 2.27, given as -log10 of the dose in mol/kg body weight (higher means more acutely toxic). (5) The compound is C=CN(C(C)=O)c1ccccc1. The rat oral LD50 is 1.82, given as -log10 of the dose in mol/kg body weight (higher means more acutely toxic). (6) The rat oral LD50 is 1.79, given as -log10 of the dose in mol/kg body weight (higher means more acutely toxic). The compound is CC(C)OC(=O)C=CC(=O)OC(C)C. (7) The drug is CCCCCCCCCCCCN(C)C. The rat oral LD50 is 2.46, given as -log10 of the dose in mol/kg body weight (higher means more acutely toxic). (8) The molecule is NCCCCC(CN)CCCN. The rat oral LD50 is 2.36, given as -log10 of the dose in mol/kg body weight (higher means more acutely toxic).